This data is from Full USPTO retrosynthesis dataset with 1.9M reactions from patents (1976-2016). The task is: Predict the reactants needed to synthesize the given product. (1) The reactants are: [N:1]12[CH2:8][CH2:7][CH:4]([CH2:5][CH2:6]1)[C@@H:3]([O:9][C:10](=[O:25])[C:11]([OH:24])([C:18]1[CH:23]=[CH:22][CH:21]=[CH:20][CH:19]=1)[C:12]1[CH:17]=[CH:16][CH:15]=[CH:14][CH:13]=1)[CH2:2]2.[C:26]([NH:33][CH2:34][CH2:35][CH2:36][Br:37])([O:28][C:29]([CH3:32])([CH3:31])[CH3:30])=[O:27]. Given the product [Br-:37].[C:29]([O:28][C:26]([NH:33][CH2:34][CH2:35][CH2:36][N+:1]12[CH2:6][CH2:5][CH:4]([CH2:7][CH2:8]1)[C@@H:3]([O:9][C:10](=[O:25])[C:11]([OH:24])([C:12]1[CH:17]=[CH:16][CH:15]=[CH:14][CH:13]=1)[C:18]1[CH:23]=[CH:22][CH:21]=[CH:20][CH:19]=1)[CH2:2]2)=[O:27])([CH3:32])([CH3:31])[CH3:30], predict the reactants needed to synthesize it. (2) Given the product [Cl:1][C:2]1[CH:11]=[CH:10][C:9]2[C:4](=[CH:5][CH:6]=[CH:7][C:8]=2[C:12]([N:39]2[CH2:44][CH2:43][O:42][CH2:41][CH2:40]2)=[O:14])[N:3]=1, predict the reactants needed to synthesize it. The reactants are: [Cl:1][C:2]1[CH:11]=[CH:10][C:9]2[C:8]([C:12]([OH:14])=O)=[CH:7][CH:6]=[CH:5][C:4]=2[N:3]=1.CN(C(ON1N=NC2C=CC=CC1=2)=[N+](C)C)C.F[P-](F)(F)(F)(F)F.[NH:39]1[CH2:44][CH2:43][O:42][CH2:41][CH2:40]1.